The task is: Predict the reactants needed to synthesize the given product.. This data is from Full USPTO retrosynthesis dataset with 1.9M reactions from patents (1976-2016). (1) The reactants are: NS(N)(=O)=O.Cl[CH2:7][CH2:8][S:9]([N:12]1[CH2:17][CH2:16][CH:15]([C:18]2[C:26]3[C:21](=[C:22]([C:32]([NH2:34])=[O:33])[CH:23]=[C:24]([C:27]4[CH:31]=[CH:30][S:29][CH:28]=4)[CH:25]=3)[NH:20][CH:19]=2)[CH2:14][CH2:13]1)(=[O:11])=[O:10].[NH:35]1[CH2:39][CH2:38][CH2:37][CH2:36]1.C([O-])([O-])=O.[K+].[K+].[Na+].[I-]. Given the product [N:35]1([CH2:7][CH2:8][S:9]([N:12]2[CH2:17][CH2:16][CH:15]([C:18]3[C:26]4[C:21](=[C:22]([C:32]([NH2:34])=[O:33])[CH:23]=[C:24]([C:27]5[CH:31]=[CH:30][S:29][CH:28]=5)[CH:25]=4)[NH:20][CH:19]=3)[CH2:14][CH2:13]2)(=[O:11])=[O:10])[CH2:39][CH2:38][CH2:37][CH2:36]1, predict the reactants needed to synthesize it. (2) Given the product [N:21]1([C:27]2[CH:28]=[CH:29][C:30]([NH:31][C:12](=[O:13])[CH:11]([O:10][C:9]3[CH:18]=[CH:19][CH:20]=[C:7]([C:4]4[N:3]=[C:2]([CH3:1])[O:6][N:5]=4)[CH:8]=3)[CH2:15][CH2:16][CH3:17])=[CH:32][CH:33]=2)[CH2:22][CH2:23][O:24][CH2:25][CH2:26]1, predict the reactants needed to synthesize it. The reactants are: [CH3:1][C:2]1[O:6][N:5]=[C:4]([C:7]2[CH:8]=[C:9]([CH:18]=[CH:19][CH:20]=2)[O:10][CH:11]([CH2:15][CH2:16][CH3:17])[C:12](Cl)=[O:13])[N:3]=1.[N:21]1([C:27]2[CH:33]=[CH:32][C:30]([NH2:31])=[CH:29][CH:28]=2)[CH2:26][CH2:25][O:24][CH2:23][CH2:22]1. (3) Given the product [CH:1]([N:4]1[C:12]2[C:7](=[CH:8][CH:9]=[C:10]([N+:13]([O-:15])=[O:14])[CH:11]=2)[C:6]([C:26]2[S:30][C:29]([C:31]3[N:35]([CH3:36])[N:34]=[N:33][N:32]=3)=[CH:28][CH:27]=2)=[CH:5]1)([CH3:2])[CH3:3], predict the reactants needed to synthesize it. The reactants are: [CH:1]([N:4]1[C:12]2[C:7](=[CH:8][CH:9]=[C:10]([N+:13]([O-:15])=[O:14])[CH:11]=2)[C:6](B2OC(C)(C)C(C)(C)O2)=[CH:5]1)([CH3:3])[CH3:2].Br[C:26]1[S:30][C:29]([C:31]2[N:35]([CH3:36])[N:34]=[N:33][N:32]=2)=[CH:28][CH:27]=1.P([O-])([O-])([O-])=O.[K+].[K+].[K+]. (4) The reactants are: [Br:1][C:2]1[CH:7]=[CH:6][C:5]([NH:8][C:9](=[O:21])[C:10]2[CH:15]=[C:14]([N+:16]([O-])=O)[CH:13]=[CH:12][C:11]=2[O:19][CH3:20])=[CH:4][CH:3]=1. Given the product [Br:1][C:2]1[CH:3]=[CH:4][C:5]([NH:8][C:9](=[O:21])[C:10]2[CH:15]=[C:14]([NH2:16])[CH:13]=[CH:12][C:11]=2[O:19][CH3:20])=[CH:6][CH:7]=1, predict the reactants needed to synthesize it.